From a dataset of Full USPTO retrosynthesis dataset with 1.9M reactions from patents (1976-2016). Predict the reactants needed to synthesize the given product. (1) Given the product [CH3:19][O:18][C:15]1[N:14]=[CH:13][C:12]([C:6]2([CH2:5][CH2:4][OH:3])[CH2:10][CH2:9][NH:8][CH2:7]2)=[CH:17][CH:16]=1, predict the reactants needed to synthesize it. The reactants are: C([O:3][C:4](=O)[CH2:5][C:6]1([C:12]2[CH:13]=[N:14][C:15]([O:18][CH3:19])=[CH:16][CH:17]=2)[CH2:10][C:9](=O)[NH:8][CH2:7]1)C.[H-].[Al+3].[Li+].[H-].[H-].[H-].S([O-])([O-])(=O)=O.[Na+].[Na+]. (2) Given the product [F:1][C:2]1[C:3]2[N:4]([C:12]([C:16]3[CH:17]=[CH:18][C:19]([F:30])=[C:20]([O:21][CH2:22][C:23]4[N:24]([CH3:28])[N:25]=[CH:26][N:27]=4)[CH:29]=3)=[CH:13][N:14]=2)[CH:5]=[CH:6][C:7]=1[C:8]([OH:11])([CH3:10])[CH3:9], predict the reactants needed to synthesize it. The reactants are: [F:1][C:2]1[C:3]2[N:4]([CH:12]=[CH:13][N:14]=2)[CH:5]=[CH:6][C:7]=1[C:8]([OH:11])([CH3:10])[CH3:9].Br[C:16]1[CH:17]=[CH:18][C:19]([F:30])=[C:20]([CH:29]=1)[O:21][CH2:22][C:23]1[N:24]([CH3:28])[N:25]=[CH:26][N:27]=1. (3) Given the product [CH3:32][C:33]([CH3:38])([CH3:37])[CH2:34][CH2:35][N:23]1[CH2:24][C@:25]2([C:26](=[O:29])[CH2:27][F:28])[C@@H:21]([CH2:20][C@H:7]3[C@H:8]4[C@@:3]([F:2])([C@:16]5([CH3:17])[C:11]([C@@H:10]([F:19])[CH2:9]4)=[CH:12][C:13](=[O:18])[CH:14]=[CH:15]5)[C@@H:4]([OH:31])[CH2:5][C@@:6]32[CH3:30])[CH2:22]1, predict the reactants needed to synthesize it. The reactants are: Cl.[F:2][C@@:3]12[C@:16]3([CH3:17])[C:11](=[CH:12][C:13](=[O:18])[CH:14]=[CH:15]3)[C@@H:10]([F:19])[CH2:9][C@H:8]1[C@@H:7]1[CH2:20][C@@H:21]3[C@:25]([C:26](=[O:29])[CH2:27][F:28])([C@@:6]1([CH3:30])[CH2:5][C@@H:4]2[OH:31])[CH2:24][NH:23][CH2:22]3.[CH3:32][C:33]([CH3:38])([CH3:37])[CH2:34][CH:35]=O.C(O)=O. (4) Given the product [N:26]1[CH:27]=[CH:28][N:29]=[CH:30][C:25]=1[C:2]1[CH:3]=[C:4]([N:7]2[CH2:11][C@:10]3([CH:16]4[CH2:17][CH2:18][N:13]([CH2:14][CH2:15]4)[CH2:12]3)[O:9][C:8]2=[O:19])[O:5][CH:6]=1, predict the reactants needed to synthesize it. The reactants are: Br[C:2]1[CH:3]=[C:4]([N:7]2[CH2:11][C@:10]3([CH:16]4[CH2:17][CH2:18][N:13]([CH2:14][CH2:15]4)[CH2:12]3)[O:9][C:8]2=[O:19])[O:5][CH:6]=1.C([Sn](CCCC)(CCCC)[C:25]1[CH:30]=[N:29][CH:28]=[CH:27][N:26]=1)CCC. (5) Given the product [Cl:27][C:28]1[S:32][C:31]2[C:33]3([O:39][CH2:40][C:41]([F:42])([F:43])[C:30]=2[CH:29]=1)[CH2:34][CH2:35][N:36]([CH2:19][C:17]1[C:16]([CH3:21])=[N:15][N:14]([C:3]2[C:4]([C:8]4[N:9]([CH3:13])[CH:10]=[CH:11][N:12]=4)=[CH:5][CH:6]=[CH:7][C:2]=2[F:1])[CH:18]=1)[CH2:37][CH2:38]3, predict the reactants needed to synthesize it. The reactants are: [F:1][C:2]1[CH:7]=[CH:6][CH:5]=[C:4]([C:8]2[N:9]([CH3:13])[CH:10]=[CH:11][N:12]=2)[C:3]=1[N:14]1[CH:18]=[C:17]([CH:19]=O)[C:16]([CH3:21])=[N:15]1.N1C=CC=N1.[Cl:27][C:28]1[S:32][C:31]2[C:33]3([O:39][CH2:40][C:41]([F:43])([F:42])[C:30]=2[CH:29]=1)[CH2:38][CH2:37][NH:36][CH2:35][CH2:34]3.C(O[BH-](OC(=O)C)OC(=O)C)(=O)C.[Na+].